This data is from NCI-60 drug combinations with 297,098 pairs across 59 cell lines. The task is: Regression. Given two drug SMILES strings and cell line genomic features, predict the synergy score measuring deviation from expected non-interaction effect. Drug 1: CN(C)C1=NC(=NC(=N1)N(C)C)N(C)C. Drug 2: CC1=CC=C(C=C1)C2=CC(=NN2C3=CC=C(C=C3)S(=O)(=O)N)C(F)(F)F. Cell line: NCI-H226. Synergy scores: CSS=-1.12, Synergy_ZIP=-0.242, Synergy_Bliss=-1.29, Synergy_Loewe=-4.01, Synergy_HSA=-3.85.